Dataset: Forward reaction prediction with 1.9M reactions from USPTO patents (1976-2016). Task: Predict the product of the given reaction. (1) Given the reactants [C:1]([C:5]1[O:9][N:8]=[C:7]([C:10]2[CH:15]=[C:14](Cl)[C:13]([CH:17]3[CH2:19][CH2:18]3)=[CH:12][N:11]=2)[N:6]=1)([CH3:4])([CH3:3])[CH3:2].[F:20][C:21]1[CH:26]=[CH:25][C:24]([CH2:27][OH:28])=[CH:23][CH:22]=1, predict the reaction product. The product is: [C:1]([C:5]1[O:9][N:8]=[C:7]([C:10]2[CH:15]=[C:14]([O:28][CH2:27][C:24]3[CH:25]=[CH:26][C:21]([F:20])=[CH:22][CH:23]=3)[C:13]([CH:17]3[CH2:19][CH2:18]3)=[CH:12][N:11]=2)[N:6]=1)([CH3:4])([CH3:3])[CH3:2]. (2) Given the reactants [CH2:1]([O:3][C:4](=[O:17])[C:5](=O)[CH2:6][S:7][C:8]1[CH:13]=[CH:12][CH:11]=[C:10]([O:14][CH3:15])[CH:9]=1)[CH3:2], predict the reaction product. The product is: [CH2:1]([O:3][C:4]([C:5]1[C:13]2[CH:12]=[CH:11][C:10]([O:14][CH3:15])=[CH:9][C:8]=2[S:7][CH:6]=1)=[O:17])[CH3:2]. (3) The product is: [CH2:15]([O:1][C:2]1[CH:11]=[CH:10][C:5]([C:6]([OH:8])=[O:7])=[CH:4][C:3]=1[O:12][CH3:13])[CH2:16][CH2:17][CH3:18]. Given the reactants [OH:1][C:2]1[CH:11]=[CH:10][C:5]([C:6]([O:8]C)=[O:7])=[CH:4][C:3]=1[O:12][CH3:13].Br[CH2:15][CH2:16][CH2:17][CH3:18], predict the reaction product. (4) Given the reactants [CH3:1][C:2]1([CH3:18])[O:6][N:5]=[C:4]([S:7]([CH2:10][C:11]2[C:15]([CH3:16])=[N:14][N:13]([CH3:17])[N:12]=2)(=[O:9])=[O:8])[CH2:3]1.CC(N=P(N(C)C)(N(C)C)N=P(N(C)C)(N(C)C)N(C)C)(C)C.C1C=CC(S(N(S(C2C=CC=CC=2)(=O)=O)[F:52])(=O)=O)=CC=1, predict the reaction product. The product is: [CH3:1][C:2]1([CH3:18])[O:6][N:5]=[C:4]([S:7]([CH:10]([F:52])[C:11]2[C:15]([CH3:16])=[N:14][N:13]([CH3:17])[N:12]=2)(=[O:8])=[O:9])[CH2:3]1. (5) Given the reactants N1(C2CCCCCC2)CCCCCC1.[N:15]1([CH:23]2[CH2:30][CH2:29][CH2:28][CH2:27][CH2:26][CH2:25][CH2:24]2)[CH2:22][CH2:21][CH2:20][CH2:19][CH2:18]CC1, predict the reaction product. The product is: [CH:23]1([CH:30]2[CH2:29][CH2:28][CH2:27][CH2:26][CH2:25][CH2:24]2)[CH2:18][CH2:19][CH2:20][CH2:21][CH2:22][NH:15]1. (6) Given the reactants [CH3:1][N:2]([CH3:31])[C:3](=[O:30])[C@@H:4]([NH:12]C(=O)OCC1C2C=CC=CC=2C2C1=CC=CC=2)[CH2:5][C:6]1[CH:11]=[CH:10][CH:9]=[CH:8][N:7]=1.CO.CNC.CO, predict the reaction product. The product is: [NH2:12][C@@H:4]([CH2:5][C:6]1[CH:11]=[CH:10][CH:9]=[CH:8][N:7]=1)[C:3]([N:2]([CH3:31])[CH3:1])=[O:30]. (7) Given the reactants [CH2:1]([C:8]1[CH:17]=[C:16]2[C:11]([C:12](O)=[C:13]([N+:18]([O-:20])=[O:19])[CH:14]=[N:15]2)=[CH:10][CH:9]=1)[C:2]1[CH:7]=[CH:6][CH:5]=[CH:4][CH:3]=1.[CH2:22]([C:29]1[CH:30]=[C:31]2[C:36](=[CH:37][CH:38]=1)[N:35]=[CH:34][C:33]([N+:39]([O-:41])=[O:40])=[C:32]2O)[C:23]1[CH:28]=[CH:27][CH:26]=[CH:25][CH:24]=1.P(Cl)(Cl)([Cl:45])=O, predict the reaction product. The product is: [CH2:1]([C:8]1[CH:17]=[C:16]2[C:11]([C:12]([Cl:45])=[C:13]([N+:18]([O-:20])=[O:19])[CH:14]=[N:15]2)=[CH:10][CH:9]=1)[C:2]1[CH:7]=[CH:6][CH:5]=[CH:4][CH:3]=1.[CH2:22]([C:29]1[CH:30]=[C:31]2[C:36](=[CH:37][CH:38]=1)[N:35]=[CH:34][C:33]([N+:39]([O-:41])=[O:40])=[C:32]2[Cl:45])[C:23]1[CH:28]=[CH:27][CH:26]=[CH:25][CH:24]=1. (8) Given the reactants [NH2:1][C:2]1[CH:3]=[CH:4][CH:5]=[C:6]2[C:10]=1[NH:9][CH:8]=[CH:7]2.C(Cl)Cl.[OH-].[Na+].Cl[C:17]([O:19][CH2:20][C:21]1[CH:26]=[CH:25][CH:24]=[CH:23][CH:22]=1)=[O:18], predict the reaction product. The product is: [CH2:20]([O:19][C:17](=[O:18])[NH:1][C:2]1[CH:3]=[CH:4][CH:5]=[C:6]2[C:10]=1[NH:9][CH:8]=[CH:7]2)[C:21]1[CH:26]=[CH:25][CH:24]=[CH:23][CH:22]=1. (9) The product is: [CH2:1]([C:8]1[CH:17]=[C:16]2[C:11]([C:12]([OH:35])=[C:13]([C:30]([NH:39][CH:36]3[CH2:38][CH2:37]3)=[O:31])[C:14](=[O:29])[N:15]2[CH2:18][C:19]2[CH:20]=[CH:21][C:22]([S:25]([CH3:28])(=[O:26])=[O:27])=[CH:23][CH:24]=2)=[N:10][CH:9]=1)[C:2]1[CH:3]=[CH:4][CH:5]=[CH:6][CH:7]=1. Given the reactants [CH2:1]([C:8]1[CH:17]=[C:16]2[C:11]([C:12]([OH:35])=[C:13]([C:30](OCC)=[O:31])[C:14](=[O:29])[N:15]2[CH2:18][C:19]2[CH:24]=[CH:23][C:22]([S:25]([CH3:28])(=[O:27])=[O:26])=[CH:21][CH:20]=2)=[N:10][CH:9]=1)[C:2]1[CH:7]=[CH:6][CH:5]=[CH:4][CH:3]=1.[CH:36]1([NH2:39])[CH2:38][CH2:37]1, predict the reaction product.